Dataset: Reaction yield outcomes from USPTO patents with 853,638 reactions. Task: Predict the reaction yield, written as a fraction of the theoretical maximum amount of product (1.0 means a 100% yield; for example, 0.34 means a 34% yield). (1) The reactants are [CH:1]([C:3]1[CH:4]=[C:5](B(O)O)[O:6][CH:7]=1)=[O:2].I[C:12]1[C:20]2[C:15](=[N:16][CH:17]=[N:18][C:19]=2[NH2:21])[N:14]([CH:22]([CH3:24])[CH3:23])[N:13]=1.C([O-])([O-])=O.[Na+].[Na+]. The catalyst is CCO.COCCOC.C1C=CC([P]([Pd]([P](C2C=CC=CC=2)(C2C=CC=CC=2)C2C=CC=CC=2)([P](C2C=CC=CC=2)(C2C=CC=CC=2)C2C=CC=CC=2)[P](C2C=CC=CC=2)(C2C=CC=CC=2)C2C=CC=CC=2)(C2C=CC=CC=2)C2C=CC=CC=2)=CC=1. The product is [NH2:21][C:19]1[N:18]=[CH:17][N:16]=[C:15]2[N:14]([CH:22]([CH3:24])[CH3:23])[N:13]=[C:12]([C:5]3[O:6][CH:7]=[C:3]([CH:1]=[O:2])[CH:4]=3)[C:20]=12. The yield is 0.390. (2) The reactants are [Br:1][C:2]1[C:3](O)=[N:4][CH:5]=[C:6]([N+:8]([O-:10])=[O:9])[CH:7]=1.N1C2C(=CC=CC=2)C=CC=1.O=P(Cl)(Cl)[Cl:24]. The catalyst is O. The product is [Br:1][C:2]1[C:3]([Cl:24])=[N:4][CH:5]=[C:6]([N+:8]([O-:10])=[O:9])[CH:7]=1. The yield is 0.820. (3) The reactants are [C:1]([NH:10][OH:11])(=[O:9])[C:2]1[C:3](=[CH:5][CH:6]=[CH:7][CH:8]=1)O.C(N1C=CN=C1)(N1C=CN=C1)=O. The catalyst is C1COCC1. The product is [O:11]1[C:3]2[CH:5]=[CH:6][CH:7]=[CH:8][C:2]=2[C:1]([OH:9])=[N:10]1. The yield is 0.540. (4) The reactants are C1(P(C2CCCCC2)C2C=CC=CC=2C2C=CC=CC=2)CCCCC1.[CH3:26][O:27][C:28]1[CH:29]=[C:30]([NH2:40])[CH:31]=[CH:32][C:33]=1[C:34]1[O:38][C:37]([CH3:39])=[N:36][CH:35]=1.[CH2:41]([C:48]1[CH:53]=[C:52]([CH3:54])[N:51]=[C:50](Cl)[N:49]=1)[C:42]1[CH:47]=[CH:46][CH:45]=[CH:44][CH:43]=1.O. The catalyst is O1CCOCC1.C([O-])(=O)C.[Pd+2].C([O-])(=O)C. The product is [CH2:41]([C:48]1[CH:53]=[C:52]([CH3:54])[N:51]=[C:50]([NH:40][C:30]2[CH:31]=[CH:32][C:33]([C:34]3[O:38][C:37]([CH3:39])=[N:36][CH:35]=3)=[C:28]([O:27][CH3:26])[CH:29]=2)[N:49]=1)[C:42]1[CH:43]=[CH:44][CH:45]=[CH:46][CH:47]=1. The yield is 0.270.